Task: Predict the reaction yield, written as a fraction of the theoretical maximum amount of product (1.0 means a 100% yield; for example, 0.34 means a 34% yield).. Dataset: Reaction yield outcomes from USPTO patents with 853,638 reactions (1) The reactants are [F:1][C:2]1[CH:3]=[CH:4][C:5]2[N:6]([C:8]([N:11]3[CH2:16][CH2:15][CH2:14][C@H:13]([OH:17])[CH2:12]3)=[N:9][N:10]=2)[CH:7]=1.CCN(CC)CC.[CH:25]([Si:28](OS(C(F)(F)F)(=O)=O)([CH:32]([CH3:34])[CH3:33])[CH:29]([CH3:31])[CH3:30])([CH3:27])[CH3:26]. The yield is 0.860. The product is [F:1][C:2]1[CH:3]=[CH:4][C:5]2[N:6]([C:8]([N:11]3[CH2:16][CH2:15][CH2:14][C@H:13]([O:17][Si:28]([CH:32]([CH3:34])[CH3:33])([CH:29]([CH3:31])[CH3:30])[CH:25]([CH3:27])[CH3:26])[CH2:12]3)=[N:9][N:10]=2)[CH:7]=1. The catalyst is C(Cl)Cl. (2) The reactants are [N:1]1([C:7]2[N:12]=[C:11]([N:13]3[CH:18]4[CH2:19][CH2:20][CH:14]3[CH2:15][O:16][CH2:17]4)[N:10]=[C:9]([C:21]3[CH:27]=[CH:26][C:24]([NH2:25])=[CH:23][CH:22]=3)[N:8]=2)[CH2:6][CH2:5][O:4][CH2:3][CH2:2]1.CCN(CC)CC.ClC(Cl)(O[C:39](=[O:45])OC(Cl)(Cl)Cl)Cl.[NH2:47][C:48]1[CH:53]=[CH:52][N:51]=[CH:50][CH:49]=1. The catalyst is C(Cl)(Cl)Cl. The product is [N:1]1([C:7]2[N:12]=[C:11]([N:13]3[CH:14]4[CH2:20][CH2:19][CH:18]3[CH2:17][O:16][CH2:15]4)[N:10]=[C:9]([C:21]3[CH:27]=[CH:26][C:24]([NH:25][C:39]([NH:47][C:48]4[CH:53]=[CH:52][N:51]=[CH:50][CH:49]=4)=[O:45])=[CH:23][CH:22]=3)[N:8]=2)[CH2:2][CH2:3][O:4][CH2:5][CH2:6]1. The yield is 0.240. (3) The reactants are [CH3:1][C:2]1[CH:3]=[C:4]([OH:16])[C:5]([C:9]2[CH:14]=[CH:13][C:12]([CH3:15])=[CH:11][N:10]=2)=[N:6][C:7]=1[CH3:8].[CH2:17]([O:24][C:25]1[CH:34]=[C:33]2[C:28]([C:29](Cl)=[CH:30][CH:31]=[N:32]2)=[CH:27][C:26]=1[O:36][CH3:37])[C:18]1[CH:23]=[CH:22][CH:21]=[CH:20][CH:19]=1.C(=O)([O-])[O-].[Cs+].[Cs+].O. The catalyst is CN(C)C1C=CN=CC=1.CS(C)=O. The yield is 0.750. The product is [CH2:17]([O:24][C:25]1[CH:34]=[C:33]2[C:28]([C:29]([O:16][C:4]3[C:5]([C:9]4[CH:14]=[CH:13][C:12]([CH3:15])=[CH:11][N:10]=4)=[N:6][C:7]([CH3:8])=[C:2]([CH3:1])[CH:3]=3)=[CH:30][CH:31]=[N:32]2)=[CH:27][C:26]=1[O:36][CH3:37])[C:18]1[CH:19]=[CH:20][CH:21]=[CH:22][CH:23]=1. (4) The reactants are [Br:1][C:2]1[CH:3]=[N:4][CH:5]=[C:6]([CH:8]2[CH2:12][CH2:11][CH2:10][NH:9]2)[CH:7]=1.N1C=CC=CC=1.[C:19](OC(=O)C)(=[O:21])[CH3:20]. The catalyst is C(Cl)Cl. The product is [Br:1][C:2]1[CH:7]=[C:6]([CH:8]2[CH2:12][CH2:11][CH2:10][N:9]2[C:19](=[O:21])[CH3:20])[CH:5]=[N:4][CH:3]=1. The yield is 0.830.